Dataset: Forward reaction prediction with 1.9M reactions from USPTO patents (1976-2016). Task: Predict the product of the given reaction. (1) Given the reactants C(OC(=O)[NH:7][CH:8]([CH2:23][N:24]([CH:34]([C:38]1[N:47]([CH2:48][C:49]2[CH:54]=[CH:53][CH:52]=[CH:51][CH:50]=2)[C:46](=[O:55])[C:45]2[C:40](=[CH:41][C:42]([Cl:56])=[CH:43][CH:44]=2)[N:39]=1)[CH:35]([CH3:37])[CH3:36])[C:25]([C:27]1[CH:32]=[CH:31][C:30]([CH3:33])=[CH:29][CH:28]=1)=O)[CH2:9][CH2:10][CH2:11][NH:12][C:13]([O:15][CH2:16][C:17]1[CH:22]=[CH:21][CH:20]=[CH:19][CH:18]=1)=[O:14])(C)(C)C, predict the reaction product. The product is: [CH2:16]([O:15][C:13](=[O:14])[NH:12][CH2:11][CH2:10][CH2:9][C@H:8]1[CH2:23][N:24]([C@@H:34]([C:38]2[N:47]([CH2:48][C:49]3[CH:50]=[CH:51][CH:52]=[CH:53][CH:54]=3)[C:46](=[O:55])[C:45]3[C:40](=[CH:41][C:42]([Cl:56])=[CH:43][CH:44]=3)[N:39]=2)[CH:35]([CH3:37])[CH3:36])[C:25]([C:27]2[CH:32]=[CH:31][C:30]([CH3:33])=[CH:29][CH:28]=2)=[N:7]1)[C:17]1[CH:22]=[CH:21][CH:20]=[CH:19][CH:18]=1. (2) Given the reactants [CH:1]1[CH:2]=[CH:3][N:4]2[CH2:10][C:9]3[CH:11]=[CH:12][CH:13]=[CH:14][C:8]=3[NH:7][CH2:6][C:5]=12.[Cl:15][C:16]1[CH:26]=[CH:25][C:19]([O:20][CH2:21][C:22](Cl)=[O:23])=[CH:18][CH:17]=1, predict the reaction product. The product is: [Cl:15][C:16]1[CH:26]=[CH:25][C:19]([O:20][CH2:21][C:22]([N:7]2[C:8]3[CH:14]=[CH:13][CH:12]=[CH:11][C:9]=3[CH2:10][N:4]3[CH:3]=[CH:2][CH:1]=[C:5]3[CH2:6]2)=[O:23])=[CH:18][CH:17]=1. (3) Given the reactants [CH2:1]([N:8]1[CH2:12][C@H:11]([C:13]2[CH:18]=[CH:17][C:16]([F:19])=[C:15]([Cl:20])[CH:14]=2)[C@@H:10]([C@@H:21]([OH:23])[CH3:22])[CH2:9]1)[C:2]1[CH:7]=[CH:6][CH:5]=[CH:4][CH:3]=1.[H-].[Na+].Cl[C:27]1[CH:34]=[CH:33][C:30]([C:31]#[N:32])=[CH:29][N:28]=1, predict the reaction product. The product is: [CH2:1]([N:8]1[CH2:12][C@H:11]([C:13]2[CH:18]=[CH:17][C:16]([F:19])=[C:15]([Cl:20])[CH:14]=2)[C@@H:10]([C@@H:21]([O:23][C:27]2[CH:34]=[CH:33][C:30]([C:31]#[N:32])=[CH:29][N:28]=2)[CH3:22])[CH2:9]1)[C:2]1[CH:3]=[CH:4][CH:5]=[CH:6][CH:7]=1. (4) Given the reactants [Cl:1][C:2]1[CH:7]=[CH:6][C:5]([OH:8])=[C:4]([O:9][CH3:10])[CH:3]=1.Cl[C:12]1[CH:17]=[CH:16][CH:15]=[CH:14][C:13]=1[CH2:18][C:19]([OH:21])=[O:20].[Cl-].C(=O)([O-])[O-].[K+].[K+], predict the reaction product. The product is: [Cl:1][C:2]1[CH:7]=[CH:6][C:5]([O:8][C:12]2[CH:17]=[CH:16][CH:15]=[CH:14][C:13]=2[CH2:18][C:19]([OH:21])=[O:20])=[C:4]([O:9][CH3:10])[CH:3]=1.